Dataset: Buchwald-Hartwig C-N cross coupling reaction yields with 55,370 reactions. Task: Predict the reaction yield, written as a fraction of the theoretical maximum amount of product (1.0 means a 100% yield; for example, 0.34 means a 34% yield). The reactants are Brc1cccnc1.Cc1ccc(N)cc1.O=S(=O)(O[Pd]1c2ccccc2-c2ccccc2N~1)C(F)(F)F.CC(C)c1cc(C(C)C)c(-c2ccccc2P(C(C)(C)C)C(C)(C)C)c(C(C)C)c1.CCN=P(N=P(N(C)C)(N(C)C)N(C)C)(N(C)C)N(C)C.c1ccc(CN(Cc2ccccc2)c2ccno2)cc1. No catalyst specified. The product is Cc1ccc(Nc2cccnc2)cc1. The yield is 0.185.